Dataset: Forward reaction prediction with 1.9M reactions from USPTO patents (1976-2016). Task: Predict the product of the given reaction. (1) Given the reactants [CH:1]1([CH2:4][CH2:5][O:6][C:7]2[CH:12]=[CH:11][N:10]([C:13]3[S:14][C:15]([C:19]([OH:21])=O)=[C:16]([CH3:18])[N:17]=3)[C:9](=[O:22])[CH:8]=2)[CH2:3][CH2:2]1.[CH2:23]([NH2:30])[C:24]1[CH:29]=[CH:28][CH:27]=[CH:26][CH:25]=1, predict the reaction product. The product is: [CH2:23]([NH:30][C:19]([C:15]1[S:14][C:13]([N:10]2[CH:11]=[CH:12][C:7]([O:6][CH2:5][CH2:4][CH:1]3[CH2:2][CH2:3]3)=[CH:8][C:9]2=[O:22])=[N:17][C:16]=1[CH3:18])=[O:21])[C:24]1[CH:29]=[CH:28][CH:27]=[CH:26][CH:25]=1. (2) Given the reactants Cl[C:2]1[C:11]2[C:6](=[CH:7][C:8]([O:14][CH2:15][CH2:16][CH2:17][N:18]3[CH2:23][CH2:22][CH2:21][CH2:20][CH2:19]3)=[C:9]([O:12][CH3:13])[CH:10]=2)[N:5]=[CH:4][N:3]=1.C(=O)([O-])[O-].[K+].[K+].[OH:30][C:31]1[CH:32]=[CH:33][C:34]2[NH:35][C:36]3[C:41]([C:42]=2[CH:43]=1)=[CH:40][CH:39]=[CH:38][CH:37]=3, predict the reaction product. The product is: [CH:33]1[C:34]2[NH:35][C:36]3[C:41](=[CH:40][CH:39]=[CH:38][CH:37]=3)[C:42]=2[CH:43]=[C:31]([O:30][C:2]2[C:11]3[C:6](=[CH:7][C:8]([O:14][CH2:15][CH2:16][CH2:17][N:18]4[CH2:23][CH2:22][CH2:21][CH2:20][CH2:19]4)=[C:9]([O:12][CH3:13])[CH:10]=3)[N:5]=[CH:4][N:3]=2)[CH:32]=1. (3) Given the reactants [Cl:1][C:2]1[CH:7]=[CH:6][CH:5]=[C:4]([Cl:8])[C:3]=1[NH:9][C:10]([NH:12][C:13]1[C:14]([C:23]([NH:25][C:26]2([C:32]([O:34]C)=[O:33])[CH2:31][CH2:30][O:29][CH2:28][CH2:27]2)=[O:24])=[CH:15][C:16]2[C:21]([CH:22]=1)=[CH:20][CH:19]=[CH:18][CH:17]=2)=[O:11].Cl, predict the reaction product. The product is: [Cl:1][C:2]1[CH:7]=[CH:6][CH:5]=[C:4]([Cl:8])[C:3]=1[NH:9][C:10]([NH:12][C:13]1[C:14]([C:23]([NH:25][C:26]2([C:32]([OH:34])=[O:33])[CH2:27][CH2:28][O:29][CH2:30][CH2:31]2)=[O:24])=[CH:15][C:16]2[C:21]([CH:22]=1)=[CH:20][CH:19]=[CH:18][CH:17]=2)=[O:11]. (4) Given the reactants [OH:1][C:2]1[CH:7]=[CH:6][C:5]([N:8]2[C:13](=[O:14])[C:12]([CH2:15][C:16]3[CH:21]=[CH:20][C:19]([C:22]4[C:23]([C:28]#[N:29])=[CH:24][CH:25]=[CH:26][CH:27]=4)=[CH:18][CH:17]=3)=[C:11]([CH2:30][CH2:31][CH3:32])[N:10]=[C:9]2[CH3:33])=[CH:4][CH:3]=1.Br[CH:35]([CH2:38][CH3:39])[CH2:36][CH3:37].C(=O)([O-])[O-].[Cs+].[Cs+].C(OCC)(=O)C, predict the reaction product. The product is: [CH2:36]([CH:35]([O:1][C:2]1[CH:3]=[CH:4][C:5]([N:8]2[C:13](=[O:14])[C:12]([CH2:15][C:16]3[CH:21]=[CH:20][C:19]([C:22]4[C:23]([C:28]#[N:29])=[CH:24][CH:25]=[CH:26][CH:27]=4)=[CH:18][CH:17]=3)=[C:11]([CH2:30][CH2:31][CH3:32])[N:10]=[C:9]2[CH3:33])=[CH:6][CH:7]=1)[CH2:38][CH3:39])[CH3:37]. (5) Given the reactants [CH:1]1([O:5][C:6]2[CH:7]=[C:8]([C:16]3[N:25]([CH2:26][O:27][CH2:28][CH2:29][Si:30]([CH3:33])([CH3:32])[CH3:31])[C:19]4[CH:20]=[N:21][NH:22][C:23](=[O:24])[C:18]=4[CH:17]=3)[CH:9]=[CH:10][C:11]=2[O:12][CH:13]([F:15])[F:14])[CH2:4][CH2:3][CH2:2]1.C(=O)([O-])O.[Na+].S([O-])([O-])(=O)=O.[Mg+2].[I:45]Cl, predict the reaction product. The product is: [CH:1]1([O:5][C:6]2[CH:7]=[C:8]([C:16]3[N:25]([CH2:26][O:27][CH2:28][CH2:29][Si:30]([CH3:33])([CH3:32])[CH3:31])[C:19]4[CH:20]=[N:21][NH:22][C:23](=[O:24])[C:18]=4[C:17]=3[I:45])[CH:9]=[CH:10][C:11]=2[O:12][CH:13]([F:14])[F:15])[CH2:2][CH2:3][CH2:4]1.